Dataset: Forward reaction prediction with 1.9M reactions from USPTO patents (1976-2016). Task: Predict the product of the given reaction. (1) Given the reactants [Br:1]P(Br)(C1C=CC=CC=1)(C1C=CC=CC=1)C1C=CC=CC=1.[NH2:22][C:23]1[C:24]([C:30]([NH:32][NH2:33])=[O:31])=[N:25][C:26]([Br:29])=[CH:27][N:28]=1.[CH3:34][C:35]1[CH:43]=[C:42]([CH2:44]O[Si](C(C)C)(C(C)C)C(C)C)[CH:41]=[CH:40][C:36]=1[C:37](O)=O.CCN(C(C)C)C(C)C, predict the reaction product. The product is: [Br:29][C:26]1[N:25]=[C:24]([C:30]2[O:31][C:37]([C:36]3[CH:40]=[CH:41][C:42]([CH2:44][Br:1])=[CH:43][C:35]=3[CH3:34])=[N:33][N:32]=2)[C:23]([NH2:22])=[N:28][CH:27]=1. (2) Given the reactants [C:1]1([NH:7][C:8](=[O:39])[O:9][C@@H:10]([CH2:36][O:37][CH3:38])[CH2:11][N:12]([C:30]([NH:32][CH:33]([CH3:35])[CH3:34])=[O:31])[CH2:13][CH2:14][CH2:15][CH2:16][NH:17][S:18]([C:21]2[CH:26]=[CH:25][CH:24]=[CH:23][C:22]=2[N+:27]([O-:29])=[O:28])(=[O:20])=[O:19])[CH:6]=[CH:5][CH:4]=[CH:3][CH:2]=1.Cl[C:41]1C=C(F)C=CC=1S(NCCCCNC(=O)[C@H](CC(C)C)NC(=O)CC1CCCC1)(=O)=O.C(=O)([O-])[O-].[K+].[K+].CI, predict the reaction product. The product is: [C:1]1([NH:7][C:8](=[O:39])[O:9][C@@H:10]([CH2:36][O:37][CH3:38])[CH2:11][N:12]([C:30]([NH:32][CH:33]([CH3:34])[CH3:35])=[O:31])[CH2:13][CH2:14][CH2:15][CH2:16][N:17]([CH3:41])[S:18]([C:21]2[CH:26]=[CH:25][CH:24]=[CH:23][C:22]=2[N+:27]([O-:29])=[O:28])(=[O:20])=[O:19])[CH:6]=[CH:5][CH:4]=[CH:3][CH:2]=1. (3) Given the reactants S1C2C3C=CC=CC=3N=CC=2[N:3]=[C:2]1[OH:14].C1(P([C:28]2[CH:33]=[CH:32]C=CC=2)C2C=CC=CC=2)C=CC=CC=1.OC1CC[N:38]([C:41]([O:43][C:44]([CH3:47])([CH3:46])C)=[O:42])CC1.C1C[O:51]CC1, predict the reaction product. The product is: [N:3]([C:2]([O:14][CH:33]([CH3:32])[CH3:28])=[O:51])=[N:38][C:41]([O:43][CH:44]([CH3:46])[CH3:47])=[O:42]. (4) Given the reactants CCOCC.[OH:6][C:7]1[CH:8]=[C:9]([CH2:13][CH2:14][CH2:15][N:16]2[C:24](=[O:25])[C:23]3[C:18](=[CH:19][CH:20]=[CH:21][CH:22]=3)[C:17]2=[O:26])[CH:10]=[CH:11][CH:12]=1.[CH2:27](Br)[C:28]1[CH:33]=[CH:32][CH:31]=[CH:30][CH:29]=1.C(=O)([O-])[O-].[Cs+].[Cs+], predict the reaction product. The product is: [CH2:27]([O:6][C:7]1[CH:8]=[C:9]([CH2:13][CH2:14][CH2:15][N:16]2[C:24](=[O:25])[C:23]3[C:18](=[CH:19][CH:20]=[CH:21][CH:22]=3)[C:17]2=[O:26])[CH:10]=[CH:11][CH:12]=1)[C:28]1[CH:33]=[CH:32][CH:31]=[CH:30][CH:29]=1. (5) Given the reactants [Cl:1][C:2]1[N:7]=[N:6][C:5]([C:8](Cl)=[O:9])=[CH:4][CH:3]=1.CCN(C(C)C)C(C)C.[NH2:20][C:21]([CH3:25])([CH3:24])[C:22]#[N:23].O, predict the reaction product. The product is: [Cl:1][C:2]1[N:7]=[N:6][C:5]([C:8]([NH:20][C:21]([C:22]#[N:23])([CH3:25])[CH3:24])=[O:9])=[CH:4][CH:3]=1.